Dataset: Full USPTO retrosynthesis dataset with 1.9M reactions from patents (1976-2016). Task: Predict the reactants needed to synthesize the given product. (1) Given the product [Br:13][CH:8]([C:9](=[O:11])[CH3:10])[C:7]([N:1]1[CH2:6][CH2:5][O:4][CH2:3][CH2:2]1)=[O:12], predict the reactants needed to synthesize it. The reactants are: [N:1]1([C:7](=[O:12])[CH2:8][C:9](=[O:11])[CH3:10])[CH2:6][CH2:5][O:4][CH2:3][CH2:2]1.[Br:13]N1C(=O)CCC1=O. (2) Given the product [Br:12][C:13]1[CH:14]=[C:15]([CH:17]=[CH:18][CH:19]=1)[NH:16][CH2:25][C:24]1[CH:27]=[CH:28][C:21]([F:20])=[CH:22][CH:23]=1, predict the reactants needed to synthesize it. The reactants are: C([O-])([O-])=O.[K+].[K+].CN(C=O)C.[Br:12][C:13]1[CH:14]=[C:15]([CH:17]=[CH:18][CH:19]=1)[NH2:16].[F:20][C:21]1[CH:28]=[CH:27][C:24]([CH2:25]Br)=[CH:23][CH:22]=1. (3) Given the product [CH3:1][O:2][C:3]1[C:12]([O:13][CH3:14])=[C:11]2[C:6]([C:7]([N:15]([CH3:24])[CH:16]3[CH2:20][CH2:19][O:18][CH:17]3[CH3:21])=[N:8][CH:9]=[N:10]2)=[CH:5][CH:4]=1, predict the reactants needed to synthesize it. The reactants are: [CH3:1][O:2][C:3]1[C:12]([O:13][CH3:14])=[C:11]2[C:6]([C:7]([NH:15][CH:16]3[CH2:20][CH2:19][O:18][CH:17]3[CH3:21])=[N:8][CH:9]=[N:10]2)=[CH:5][CH:4]=1.[H-].[Na+].[CH3:24]N(C=O)C.C1COCC1. (4) Given the product [Cl:6][CH2:5][CH2:4][CH2:3][CH2:2][N:9]1[CH:10]=[C:11]([F:15])[C:12](=[O:14])[NH:13][C:8]1=[O:7], predict the reactants needed to synthesize it. The reactants are: Br[CH2:2][CH2:3][CH2:4][CH2:5][Cl:6].[OH:7][C:8]1[N:13]=[C:12]([OH:14])[C:11]([F:15])=[CH:10][N:9]=1.C([O-])([O-])=O.[K+].[K+].O. (5) Given the product [Cl:26][CH2:27][CH2:28][CH2:29][S:30]([N:23]1[CH2:24][CH2:25][CH:20]([C:11]2[C:10]3[C:14](=[C:15]([C:17]([NH2:19])=[O:18])[CH:16]=[C:8]([C:4]4[CH:5]=[CH:6][CH:7]=[C:2]([F:1])[CH:3]=4)[CH:9]=3)[NH:13][N:12]=2)[CH2:21][CH2:22]1)(=[O:32])=[O:31], predict the reactants needed to synthesize it. The reactants are: [F:1][C:2]1[CH:3]=[C:4]([C:8]2[CH:9]=[C:10]3[C:14](=[C:15]([C:17]([NH2:19])=[O:18])[CH:16]=2)[NH:13][N:12]=[C:11]3[CH:20]2[CH2:25][CH2:24][NH:23][CH2:22][CH2:21]2)[CH:5]=[CH:6][CH:7]=1.[Cl:26][CH2:27][CH2:28][CH2:29][S:30](Cl)(=[O:32])=[O:31].C(N(CC)CC)C. (6) Given the product [CH2:1]([N:3]([CH2:20][CH3:21])[C:4](=[O:19])[C:5]1[CH:10]=[CH:9][C:8]([C:11](=[C:29]2[CH2:28][CH:27]3[N:23]([CH3:22])[CH:24]([CH2:25][CH2:26]3)[CH2:31]2)[C:12]2[CH:17]=[CH:16][CH:15]=[CH:14][CH:13]=2)=[CH:7][CH:6]=1)[CH3:2], predict the reactants needed to synthesize it. The reactants are: [CH2:1]([N:3]([CH2:20][CH3:21])[C:4](=[O:19])[C:5]1[CH:10]=[CH:9][C:8]([C:11](=O)[C:12]2[CH:17]=[CH:16][CH:15]=[CH:14][CH:13]=2)=[CH:7][CH:6]=1)[CH3:2].[CH3:22][N:23]1[CH:27]2[CH2:28][C:29]([CH2:31][CH:24]1[CH2:25][CH2:26]2)=O. (7) The reactants are: C(O[C:6](=O)[NH:7]C1(C2C=CC(C3C(=O)C4C(=CC=C(C#N)C=4)OC=3C3C=CC=CC=3)=CC=2)CCC1)(C)(C)C.[C:38]([O:42][C:43](=[O:75])[NH:44][C:45]1([C:49]2[CH:54]=[CH:53][C:52]([C:55]3[C:64](=[O:65])[C:63]4[C:58](=[CH:59][C:60](Br)=[C:61]([O:66][CH3:67])[CH:62]=4)[O:57][C:56]=3[C:69]3[CH:74]=[CH:73][CH:72]=[CH:71][CH:70]=3)=[CH:51][CH:50]=2)[CH2:48][CH2:47][CH2:46]1)([CH3:41])([CH3:40])[CH3:39]. Given the product [C:38]([O:42][C:43](=[O:75])[NH:44][C:45]1([C:49]2[CH:54]=[CH:53][C:52]([C:55]3[C:64](=[O:65])[C:63]4[C:58](=[CH:59][C:60]([C:6]#[N:7])=[C:61]([O:66][CH3:67])[CH:62]=4)[O:57][C:56]=3[C:69]3[CH:74]=[CH:73][CH:72]=[CH:71][CH:70]=3)=[CH:51][CH:50]=2)[CH2:48][CH2:47][CH2:46]1)([CH3:41])([CH3:40])[CH3:39], predict the reactants needed to synthesize it. (8) The reactants are: [OH:1][C:2]1[CH:7]=[CH:6][C:5]([C:8]2[CH:13]=[CH:12][C:11]([CH2:14][C:15]([O:17][CH3:18])=[O:16])=[CH:10][C:9]=2[CH:19]([CH3:21])[CH3:20])=[CH:4][CH:3]=1.CS(O[CH2:27][C:28]1[CH:33]=[CH:32][C:31]([C:34]([F:37])([F:36])[F:35])=[C:30]([O:38]COC)[C:29]=1[CH:42](OC)[O:43]C)(=O)=O. Given the product [CH:42]([C:29]1[C:30]([OH:38])=[C:31]([C:34]([F:35])([F:37])[F:36])[CH:32]=[CH:33][C:28]=1[CH2:27][O:1][C:2]1[CH:3]=[CH:4][C:5]([C:8]2[CH:13]=[CH:12][C:11]([CH2:14][C:15]([O:17][CH3:18])=[O:16])=[CH:10][C:9]=2[CH:19]([CH3:21])[CH3:20])=[CH:6][CH:7]=1)=[O:43], predict the reactants needed to synthesize it. (9) Given the product [Cl:1][C:2]1[CH:3]=[CH:4][C:5]([O:23][CH2:32][CH2:31][C:26]2[CH:27]=[CH:28][CH:29]=[CH:30][C:25]=2[F:24])=[C:6]([CH:22]=1)[C:7]([NH:9][C@H:10]([C:12]1[CH:21]=[CH:20][C:15]([C:16]([O:18][CH3:19])=[O:17])=[CH:14][CH:13]=1)[CH3:11])=[O:8], predict the reactants needed to synthesize it. The reactants are: [Cl:1][C:2]1[CH:3]=[CH:4][C:5]([OH:23])=[C:6]([CH:22]=1)[C:7]([NH:9][C@H:10]([C:12]1[CH:21]=[CH:20][C:15]([C:16]([O:18][CH3:19])=[O:17])=[CH:14][CH:13]=1)[CH3:11])=[O:8].[F:24][C:25]1[CH:30]=[CH:29][CH:28]=[CH:27][C:26]=1[CH2:31][CH2:32]O. (10) Given the product [N:1]1([CH2:6][C@@H:7]([O:14][C:15]2[CH:24]=[CH:23][C:22]3[C:21](=[O:25])[CH2:20][CH2:19][CH2:18][C:17]=3[C:16]=2[CH2:26][S:27][C:28]2[CH:29]=[CH:30][C:31]([C:32]([NH:40][CH2:39][C@@H:38]([CH3:37])[CH2:41][CH3:42])=[O:33])=[CH:35][CH:36]=2)[C:8]2[CH:9]=[CH:10][CH:11]=[CH:12][CH:13]=2)[CH:5]=[CH:4][N:3]=[CH:2]1, predict the reactants needed to synthesize it. The reactants are: [N:1]1([CH2:6][C@@H:7]([O:14][C:15]2[CH:24]=[CH:23][C:22]3[C:21](=[O:25])[CH2:20][CH2:19][CH2:18][C:17]=3[C:16]=2[CH2:26][S:27][C:28]2[CH:36]=[CH:35][C:31]([C:32](O)=[O:33])=[CH:30][CH:29]=2)[C:8]2[CH:13]=[CH:12][CH:11]=[CH:10][CH:9]=2)[CH:5]=[CH:4][N:3]=[CH:2]1.[CH3:37][C@@H:38]([CH2:41][CH3:42])[CH2:39][NH2:40].